The task is: Predict which catalyst facilitates the given reaction.. This data is from Catalyst prediction with 721,799 reactions and 888 catalyst types from USPTO. Reactant: [CH:1]([C:4]1[CH:10]=[CH:9][CH:8]=[C:7]([CH:11]([CH3:13])[CH3:12])[C:5]=1N)([CH3:3])[CH3:2].N([O-])=O.[Na+].[I-:18].[K+].S([O-])([O-])=O.[Na+].[Na+]. Product: [I:18][C:5]1[C:4]([CH:1]([CH3:3])[CH3:2])=[CH:10][CH:9]=[CH:8][C:7]=1[CH:11]([CH3:13])[CH3:12]. The catalyst class is: 126.